This data is from Reaction yield outcomes from USPTO patents with 853,638 reactions. The task is: Predict the reaction yield, written as a fraction of the theoretical maximum amount of product (1.0 means a 100% yield; for example, 0.34 means a 34% yield). (1) The reactants are [F:1][C:2]([F:21])([F:20])[C:3]1[CH:8]=[CH:7][C:6]([C:9]2[C:10](=[O:19])[NH:11][C:12]3([CH2:18][CH2:17][CH2:16][CH2:15][CH2:14]3)[N:13]=2)=[CH:5][CH:4]=1.[H-].[Na+].Br[CH2:25][C:26]([C:28]1[CH:33]=[CH:32][C:31]([F:34])=[C:30]([F:35])[CH:29]=1)=[O:27]. The catalyst is CN(C=O)C.[Cl-].[Na+].O. The product is [F:35][C:30]1[CH:29]=[C:28]([C:26](=[O:27])[CH2:25][N:11]2[C:12]3([CH2:18][CH2:17][CH2:16][CH2:15][CH2:14]3)[N:13]=[C:9]([C:6]3[CH:5]=[CH:4][C:3]([C:2]([F:1])([F:20])[F:21])=[CH:8][CH:7]=3)[C:10]2=[O:19])[CH:33]=[CH:32][C:31]=1[F:34]. The yield is 0.240. (2) The reactants are [Si:1]([O:8][CH2:9][C:10]1[CH:11]=[CH:12][C:13]([NH2:16])=[N:14][CH:15]=1)([C:4]([CH3:7])([CH3:6])[CH3:5])([CH3:3])[CH3:2].[C:17]1([O:23][C:24](Cl)=[O:25])[CH:22]=[CH:21][CH:20]=[CH:19][CH:18]=1.N1C=CC=CC=1. The catalyst is O1CCCC1.C(#N)C.C(OCC)(=O)C. The product is [Si:1]([O:8][CH2:9][C:10]1[CH:11]=[CH:12][C:13]([NH:16][C:24](=[O:25])[O:23][C:17]2[CH:22]=[CH:21][CH:20]=[CH:19][CH:18]=2)=[N:14][CH:15]=1)([C:4]([CH3:7])([CH3:6])[CH3:5])([CH3:3])[CH3:2]. The yield is 0.790.